Dataset: Reaction yield outcomes from USPTO patents with 853,638 reactions. Task: Predict the reaction yield, written as a fraction of the theoretical maximum amount of product (1.0 means a 100% yield; for example, 0.34 means a 34% yield). (1) The reactants are [Cl:1][C:2]1[C:3]2[N:4]([CH:18]=[N:19][CH:20]=2)[C:5]([C:11]2[CH:16]=[CH:15][CH:14]=[C:13]([F:17])[CH:12]=2)=[C:6]([C:8](=O)[CH3:9])[CH:7]=1.C([O-])(=O)C.[NH4+].C([BH3-])#[N:27].[Na+]. The catalyst is CO. The product is [Cl:1][C:2]1[C:3]2[N:4]([CH:18]=[N:19][CH:20]=2)[C:5]([C:11]2[CH:16]=[CH:15][CH:14]=[C:13]([F:17])[CH:12]=2)=[C:6]([CH:8]([NH2:27])[CH3:9])[CH:7]=1. The yield is 0.420. (2) The reactants are C[Si](C)(C)[N-][Si](C)(C)C.[Li+].O1CCC[CH2:12]1.CI.[Br:18][C:19]1[C:27]2[C:22](=[CH:23][C:24]([N+:28]([O-:30])=[O:29])=[CH:25][CH:26]=2)[NH:21][CH:20]=1. The catalyst is CN(C)C=O. The product is [Br:18][C:19]1[C:27]2[C:22](=[CH:23][C:24]([N+:28]([O-:30])=[O:29])=[CH:25][CH:26]=2)[N:21]([CH3:12])[CH:20]=1. The yield is 0.780.